Dataset: Full USPTO retrosynthesis dataset with 1.9M reactions from patents (1976-2016). Task: Predict the reactants needed to synthesize the given product. (1) Given the product [Cl:1][C:2]1[CH:3]=[C:4]([C@@H:8]2[C@@H:13]([C:14]3[CH:19]=[CH:18][C:17]([Cl:20])=[CH:16][CH:15]=3)[N:12]([C@@H:21]([CH2:24][CH3:25])[CH2:22][N:34]3[CH2:35][CH2:36][O:37][CH2:38][CH:33]3[CH3:32])[C:11](=[O:26])[C@:10]([CH2:28][C:29]([OH:31])=[O:30])([CH3:27])[CH2:9]2)[CH:5]=[CH:6][CH:7]=1, predict the reactants needed to synthesize it. The reactants are: [Cl:1][C:2]1[CH:3]=[C:4]([C@@H:8]2[C@@H:13]([C:14]3[CH:19]=[CH:18][C:17]([Cl:20])=[CH:16][CH:15]=3)[N:12]([C@@H:21]([CH2:24][CH3:25])[CH:22]=O)[C:11](=[O:26])[C@:10]([CH2:28][C:29]([OH:31])=[O:30])([CH3:27])[CH2:9]2)[CH:5]=[CH:6][CH:7]=1.[CH3:32][CH:33]1[CH2:38][O:37][CH2:36][CH2:35][NH:34]1.C(O[BH-](OC(=O)C)OC(=O)C)(=O)C.[Na+]. (2) Given the product [NH2:48][C:18]([C:26]1[CH:31]=[CH:30][C:29]([Cl:32])=[CH:28][N:27]=1)([C:19]1[N:20]([CH3:24])[CH:21]=[N:22][CH:23]=1)[C:15]1[CH:16]=[C:17]2[C:12](=[CH:13][CH:14]=1)[N:11]([CH2:33][CH:34]1[CH2:36][CH2:35]1)[C:10](=[O:37])[CH:9]=[C:8]2[C:4]1[CH:5]=[CH:6][CH:7]=[C:2]([Cl:1])[CH:3]=1, predict the reactants needed to synthesize it. The reactants are: [Cl:1][C:2]1[CH:3]=[C:4]([C:8]2[C:17]3[C:12](=[CH:13][CH:14]=[C:15]([C:18]([C:26]4[CH:31]=[CH:30][C:29]([Cl:32])=[CH:28][N:27]=4)(O)[C:19]4[N:20]([CH3:24])[CH:21]=[N:22][CH:23]=4)[CH:16]=3)[N:11]([CH2:33][CH:34]3[CH2:36][CH2:35]3)[C:10](=[O:37])[CH:9]=2)[CH:5]=[CH:6][CH:7]=1.ClC1C=C(C2C3C(=CC=C(C(C4C=NC(Cl)=CC=4)(O)C4N(C)C=NC=4)C=3)[N:48](C)C(=O)C=2)C=CC=1. (3) Given the product [F:1][C:2]([F:31])([F:30])[O:3][C:4]1[CH:29]=[CH:28][C:7]([CH2:8][O:9][C:10]2[CH:15]=[CH:14][C:13]([N:16]3[C:20]4=[N:21][CH:22]=[C:23]([C:25]([NH:61][CH2:60][CH2:59][N:53]5[CH2:58][CH2:57][O:56][CH2:55][CH2:54]5)=[O:27])[CH:24]=[C:19]4[N:18]=[CH:17]3)=[CH:12][CH:11]=2)=[CH:6][CH:5]=1, predict the reactants needed to synthesize it. The reactants are: [F:1][C:2]([F:31])([F:30])[O:3][C:4]1[CH:29]=[CH:28][C:7]([CH2:8][O:9][C:10]2[CH:15]=[CH:14][C:13]([N:16]3[C:20]4=[N:21][CH:22]=[C:23]([C:25]([OH:27])=O)[CH:24]=[C:19]4[N:18]=[CH:17]3)=[CH:12][CH:11]=2)=[CH:6][CH:5]=1.C1N=CN(C(N2C=NC=C2)=O)C=1.CCN(C(C)C)C(C)C.[N:53]1([CH2:59][CH2:60][NH2:61])[CH2:58][CH2:57][O:56][CH2:55][CH2:54]1. (4) Given the product [CH3:1][C:2]1[S:6][C:5]([CH2:7][N:8]2[CH:12]=[C:11]([C:13]([OH:15])=[O:14])[CH:10]=[N:9]2)=[CH:4][C:3]=1[C:18]1[CH:23]=[CH:22][CH:21]=[C:20]([C:24]([F:26])([F:25])[F:27])[CH:19]=1, predict the reactants needed to synthesize it. The reactants are: [CH3:1][C:2]1[S:6][C:5]([CH2:7][N:8]2[CH:12]=[C:11]([C:13]([O:15]CC)=[O:14])[CH:10]=[N:9]2)=[CH:4][C:3]=1[C:18]1[CH:23]=[CH:22][CH:21]=[C:20]([C:24]([F:27])([F:26])[F:25])[CH:19]=1.[OH-].[Na+].Cl. (5) Given the product [F:14][C:9]([F:15])([C:10]([F:13])([F:12])[F:11])[CH2:8][CH2:7][CH2:6][I:16], predict the reactants needed to synthesize it. The reactants are: CS(O[CH2:6][CH2:7][CH2:8][C:9]([F:15])([F:14])[C:10]([F:13])([F:12])[F:11])(=O)=O.[I-:16].[Na+].CC(C)=O. (6) Given the product [F:27][C:24]1[CH:25]=[CH:26][C:20]2[O:19][C:18]([C:13]3[C:12]([N:28]([CH3:32])[CH:29]([CH3:31])[CH3:30])=[N:11][C:10]4[C:15](=[CH:16][CH:17]=[C:8]([C:6]#[N:5])[CH:9]=4)[N:14]=3)=[CH:22][C:21]=2[CH:23]=1, predict the reactants needed to synthesize it. The reactants are: C([NH:5][C:6]([C:8]1[CH:9]=[C:10]2[C:15](=[CH:16][CH:17]=1)[N:14]=[C:13]([C:18]1[O:19][C:20]3[CH:26]=[CH:25][C:24]([F:27])=[CH:23][C:21]=3[CH:22]=1)[C:12]([N:28]([CH3:32])[CH:29]([CH3:31])[CH3:30])=[N:11]2)=O)(C)(C)C.C(OC(C(F)(F)F)=O)(C(F)(F)F)=O. (7) Given the product [CH:1]1([NH:4][C:5]([C:7]2[CH:12]=[C:11]([C:13]3[C:14]([C:27]([NH2:33])=[O:28])=[CH:15][C:16]([C:19]([NH:21][CH2:22][C:23]([CH3:25])([CH3:26])[CH3:24])=[O:20])=[CH:17][CH:18]=3)[C:10]([CH3:30])=[C:9]([F:31])[CH:8]=2)=[O:6])[CH2:3][CH2:2]1, predict the reactants needed to synthesize it. The reactants are: [CH:1]1([NH:4][C:5]([C:7]2[CH:8]=[C:9]([F:31])[C:10]([CH3:30])=[C:11]([C:13]3[C:14]([C:27](O)=[O:28])=[CH:15][C:16]([C:19]([NH:21][CH2:22][C:23]([CH3:26])([CH3:25])[CH3:24])=[O:20])=[CH:17][CH:18]=3)[CH:12]=2)=[O:6])[CH2:3][CH2:2]1.C[N:33](C(ON1N=NC2C=CC=CC1=2)=[N+](C)C)C.F[P-](F)(F)(F)(F)F.CCN(CC)CC.N. (8) Given the product [Br:16][C:17]1[CH:18]=[C:19]2[C:21]([C:4]([OH:3])=[CH:5][CH:6]=[N:20]2)=[CH:22][CH:23]=1, predict the reactants needed to synthesize it. The reactants are: C([O:3][CH:4]=[C:5](C(OCC)=O)[C:6](OCC)=O)C.[Br:16][C:17]1[CH:18]=[C:19]([CH:21]=[CH:22][CH:23]=1)[NH2:20].